Dataset: Forward reaction prediction with 1.9M reactions from USPTO patents (1976-2016). Task: Predict the product of the given reaction. (1) Given the reactants [Br:1][C:2]1[CH:3]=[CH:4][C:5]([N+:11]([O-])=O)=[C:6]([NH:8][CH2:9][CH3:10])[CH:7]=1, predict the reaction product. The product is: [Br:1][C:2]1[CH:7]=[C:6]([NH:8][CH2:9][CH3:10])[C:5]([NH2:11])=[CH:4][CH:3]=1. (2) Given the reactants [CH2:1]([C@@:3]12[C@@:14]([CH2:16][CH2:17][C:18]3[C:23]([CH2:24][C:25]([O:27]CC)=[O:26])=[C:22](F)[CH:21]=[CH:20][N:19]=3)([OH:15])[CH2:13][CH2:12][C:11]1=[CH:10][C:9]1[N:8]([C:31]3[CH:36]=[CH:35][C:34]([F:37])=[CH:33][CH:32]=3)[N:7]=[CH:6][C:5]=1[CH2:4]2)[CH3:2].[CH3:38][O-:39].[Na+].O.Cl, predict the reaction product. The product is: [CH2:1]([C@@:3]12[C@@:14]([CH2:16][CH2:17][C:18]3[C:23]([CH2:24][C:25]([OH:27])=[O:26])=[C:22]([O:39][CH3:38])[CH:21]=[CH:20][N:19]=3)([OH:15])[CH2:13][CH2:12][C:11]1=[CH:10][C:9]1[N:8]([C:31]3[CH:32]=[CH:33][C:34]([F:37])=[CH:35][CH:36]=3)[N:7]=[CH:6][C:5]=1[CH2:4]2)[CH3:2]. (3) The product is: [CH3:2][C:1]1[O:7][C:6]([C:8]2[CH:26]=[CH:25][C:11]3[S:12][CH2:13][CH2:14][N:15]([S:16]([C:19]4[N:20]=[CH:21][N:22]([CH3:24])[CH:23]=4)(=[O:17])=[O:18])[C:10]=3[CH:9]=2)=[N:5][N:4]=1. Given the reactants [C:1]([NH:4][NH:5][C:6]([C:8]1[CH:26]=[CH:25][C:11]2[S:12][CH2:13][CH2:14][N:15]([S:16]([C:19]3[N:20]=[CH:21][N:22]([CH3:24])[CH:23]=3)(=[O:18])=[O:17])[C:10]=2[CH:9]=1)=[O:7])(=O)[CH3:2].C1CCN2C(=NCCC2)CC1.CC[N+](S(N=C(OC)[O-])(=O)=O)(CC)CC, predict the reaction product. (4) Given the reactants [CH3:1][CH:2]([CH:9]1[C@:25]2([CH3:26])[CH:12]([CH:13]3[CH:22]([CH2:23][CH2:24]2)[C@:21]2([CH3:27])[CH:16]([CH2:17]/[C:18](=[CH:28]\[C:29]4[CH:34]=[CH:33][CH:32]=[CH:31][CH:30]=4)/[CH2:19][CH2:20]2)[CH2:15][CH2:14]3)[CH2:11][CH2:10]1)[CH2:3][CH2:4][CH2:5][CH:6]([CH3:8])[CH3:7].[H][H], predict the reaction product. The product is: [CH2:28]([CH:18]1[CH2:17][CH:16]2[C@@:21]([CH3:27])([CH:22]3[CH:13]([CH2:14][CH2:15]2)[CH:12]2[C@@:25]([CH3:26])([CH:9]([CH:2]([CH3:1])[CH2:3][CH2:4][CH2:5][CH:6]([CH3:7])[CH3:8])[CH2:10][CH2:11]2)[CH2:24][CH2:23]3)[CH2:20][CH2:19]1)[C:29]1[CH:34]=[CH:33][CH:32]=[CH:31][CH:30]=1. (5) Given the reactants [CH3:1][N:2]([C:8]1[CH:13]=[CH:12][CH:11]=[CH:10][C:9]=1B1OC(C)(C)C(C)(C)O1)[S:3]([CH2:6][CH3:7])(=[O:5])=[O:4].Br[C:24]1[CH:29]=[CH:28][C:27]([C:30]2[N:31]=[CH:32][C:33]([NH2:36])=[N:34][CH:35]=2)=[C:26]([F:37])[CH:25]=1, predict the reaction product. The product is: [NH2:36][C:33]1[N:34]=[CH:35][C:30]([C:27]2[CH:28]=[CH:29][C:24]([C:9]3[CH:10]=[CH:11][CH:12]=[CH:13][C:8]=3[N:2]([CH3:1])[S:3]([CH2:6][CH3:7])(=[O:4])=[O:5])=[CH:25][C:26]=2[F:37])=[N:31][CH:32]=1. (6) Given the reactants C1C2C(COC([N:18]3[CH2:23][CH2:22][N:21]([C:24]([O:26][C:27]([CH3:30])([CH3:29])[CH3:28])=[O:25])[CH2:20][CH:19]3[CH2:31][C:32]([OH:34])=[O:33])=O)C3C(=CC=CC=3)C=2C=CC=1.C(=O)([O-])[O-].[K+].[K+].Br[CH2:42][C:43]([C:45]1[CH:50]=[CH:49][C:48]([F:51])=[CH:47][CH:46]=1)=[O:44], predict the reaction product. The product is: [C:27]([O:26][C:24]([N:21]1[CH2:22][CH2:23][NH:18][CH:19]([CH2:31][C:32]([O:34][CH2:42][C:43]([C:45]2[CH:50]=[CH:49][C:48]([F:51])=[CH:47][CH:46]=2)=[O:44])=[O:33])[CH2:20]1)=[O:25])([CH3:28])([CH3:29])[CH3:30].